Dataset: Reaction yield outcomes from USPTO patents with 853,638 reactions. Task: Predict the reaction yield, written as a fraction of the theoretical maximum amount of product (1.0 means a 100% yield; for example, 0.34 means a 34% yield). (1) The reactants are Br[C:2]1[CH:3]=[C:4]([N:8]2[C:16]3[C:11](=[CH:12][C:13]([O:17][C@H:18]([C:28]4[CH:29]=[N:30][C:31]([O:34][CH3:35])=[CH:32][CH:33]=4)[C@@H:19]([NH:21][C:22](=[O:27])[C:23]([F:26])([F:25])[CH3:24])[CH3:20])=[CH:14][CH:15]=3)[CH:10]=[N:9]2)[CH:5]=[CH:6][CH:7]=1.[NH2:36][C:37]1[CH:38]=[N:39][CH:40]=[CH:41][CH:42]=1.F[B-](F)(F)F.C([PH+](C(C)(C)C)C(C)(C)C)(C)(C)C.C1C[O:64][CH2:63]C1. The catalyst is CC1C(P(C2C([CH2-])=CC=CC=2)C2C(C)=CC=CC=2)=CC=CC=1.CC1C(P(C2C([CH2-])=CC=CC=2)C2C(C)=CC=CC=2)=CC=CC=1.CC(O)=O.CC(O)=O.[Pd].[Pd].[C-]#[O+].[C-]#[O+].[C-]#[O+].[C-]#[O+].[C-]#[O+].[C-]#[O+].[Mo]. The product is [F:26][C:23]([F:25])([CH3:24])[C:22]([NH:21][C@@H:19]([CH3:20])[C@H:18]([O:17][C:13]1[CH:12]=[C:11]2[C:16](=[CH:15][CH:14]=1)[N:8]([C:4]1[CH:3]=[C:2]([CH:7]=[CH:6][CH:5]=1)[C:63]([NH:36][C:37]1[CH:38]=[N:39][CH:40]=[CH:41][CH:42]=1)=[O:64])[N:9]=[CH:10]2)[C:28]1[CH:29]=[N:30][C:31]([O:34][CH3:35])=[CH:32][CH:33]=1)=[O:27]. The yield is 0.550. (2) The reactants are Br[C:2]1[N:3]=[C:4]2[C:10]([CH:11]=[O:12])=[CH:9][N:8]([CH2:13][O:14][CH2:15][CH2:16][Si:17]([CH3:20])([CH3:19])[CH3:18])[C:5]2=[N:6][CH:7]=1.[C:21]1([OH:27])[CH:26]=[CH:25][CH:24]=[CH:23][CH:22]=1.[O-]P([O-])([O-])=O.[K+].[K+].[K+]. The catalyst is CC([O-])=O.CC([O-])=O.[Pd+2].C(P(C(C)(C)C)C1C=CC=CC=1C1C=CC=CC=1N(C)C)(C)(C)C. The product is [O:27]([C:2]1[N:3]=[C:4]2[C:10]([CH:11]=[O:12])=[CH:9][N:8]([CH2:13][O:14][CH2:15][CH2:16][Si:17]([CH3:20])([CH3:19])[CH3:18])[C:5]2=[N:6][CH:7]=1)[C:21]1[CH:26]=[CH:25][CH:24]=[CH:23][CH:22]=1. The yield is 0.610. (3) The reactants are [NH:1]1[CH:5]=[C:4]([CH:6]=[O:7])[CH:3]=[N:2]1.Br[CH2:9][CH2:10][OH:11].C(=O)([O-])[O-].[K+].[K+]. The catalyst is C(#N)C. The product is [OH:11][CH2:10][CH2:9][N:1]1[CH:5]=[C:4]([CH:6]=[O:7])[CH:3]=[N:2]1. The yield is 0.970. (4) The product is [NH2:1][C:4]1[CH:5]=[CH:6][C:7]([C:10]2[S:11][C:12]3[CH:18]=[CH:17][CH:16]=[CH:15][C:13]=3[N:14]=2)=[CH:8][CH:9]=1. The reactants are [N+:1]([C:4]1[CH:9]=[CH:8][C:7]([C:10]2[S:11][C:12]3[CH:18]=[CH:17][CH:16]=[CH:15][C:13]=3[N:14]=2)=[CH:6][CH:5]=1)([O-])=O.O.O.[Sn](Cl)Cl. The yield is 0.970. The catalyst is C(O)C.